From a dataset of Peptide-MHC class I binding affinity with 185,985 pairs from IEDB/IMGT. Regression. Given a peptide amino acid sequence and an MHC pseudo amino acid sequence, predict their binding affinity value. This is MHC class I binding data. The peptide sequence is SLICGAALY. The MHC is HLA-A26:02 with pseudo-sequence HLA-A26:02. The binding affinity (normalized) is 0.733.